Dataset: Reaction yield outcomes from USPTO patents with 853,638 reactions. Task: Predict the reaction yield, written as a fraction of the theoretical maximum amount of product (1.0 means a 100% yield; for example, 0.34 means a 34% yield). (1) The reactants are NC1(C2C=CC(C3C(=O)C4C(=CC=C(F)C=4)OC=3C3C=CC=CC=3)=CC=2)CCC1.C(OC(=O)[NH:36][C:37]1([C:41]2[CH:46]=[CH:45][C:44]([C:47]3[C:56](=[O:57])[C:55]4[C:50](=[CH:51][C:52]([O:58][CH3:59])=[CH:53][CH:54]=4)[O:49][C:48]=3[C:60]3[CH:65]=[CH:64][CH:63]=[CH:62][CH:61]=3)=[CH:43][CH:42]=2)[CH2:40][CH2:39][CH2:38]1)(C)(C)C. No catalyst specified. The product is [NH2:36][C:37]1([C:41]2[CH:42]=[CH:43][C:44]([C:47]3[C:56](=[O:57])[C:55]4[C:50](=[CH:51][C:52]([O:58][CH3:59])=[CH:53][CH:54]=4)[O:49][C:48]=3[C:60]3[CH:65]=[CH:64][CH:63]=[CH:62][CH:61]=3)=[CH:45][CH:46]=2)[CH2:38][CH2:39][CH2:40]1. The yield is 0.840. (2) The reactants are [C:1](Cl)(=[O:5])[C:2](Cl)=[O:3].[C:7]([C:11]1[CH:12]=[C:13]([CH:15]=[C:16]([C:18]([CH3:21])([CH3:20])[CH3:19])[CH:17]=1)[NH2:14])([CH3:10])([CH3:9])[CH3:8].C([N:24]([CH2:27][CH3:28])CC)C. The catalyst is C1COCC1. The product is [C:18]([C:16]1[CH:15]=[C:13]([NH:14][C:2]([C:1]([NH:24][C:27]2[CH:28]=[C:16]([C:18]([CH3:20])([CH3:19])[CH3:21])[CH:17]=[C:11]([C:7]([CH3:10])([CH3:9])[CH3:8])[CH:12]=2)=[O:5])=[O:3])[CH:12]=[C:11]([C:7]([CH3:10])([CH3:9])[CH3:8])[CH:17]=1)([CH3:21])([CH3:20])[CH3:19]. The yield is 0.780.